This data is from Forward reaction prediction with 1.9M reactions from USPTO patents (1976-2016). The task is: Predict the product of the given reaction. Given the reactants [CH3:1][O:2][C:3]1[CH:8]=[C:7]([CH3:9])[C:6]([S:10]([N:13]([CH2:15][C:16]2[O:20][CH:19]=[C:18]([C:21]([OH:23])=O)[CH:17]=2)[CH3:14])(=[O:12])=[O:11])=[C:5]([CH3:24])[CH:4]=1.CCN=C=NCCCN(C)C.C1C=CC2N(O)N=NC=2C=1.CCN(C(C)C)C(C)C.Cl.[CH3:56][N:57]([CH3:73])[CH:58]1[CH2:62][CH2:61][N:60]([CH2:63][C:64]2[CH:69]=[CH:68][C:67]([CH2:70][NH:71][CH3:72])=[CH:66][CH:65]=2)[CH2:59]1, predict the reaction product. The product is: [CH3:73][N:57]([CH3:56])[CH:58]1[CH2:62][CH2:61][N:60]([CH2:63][C:64]2[CH:69]=[CH:68][C:67]([CH2:70][N:71]([CH3:72])[C:21]([C:18]3[CH:17]=[C:16]([CH2:15][N:13]([S:10]([C:6]4[C:7]([CH3:9])=[CH:8][C:3]([O:2][CH3:1])=[CH:4][C:5]=4[CH3:24])(=[O:11])=[O:12])[CH3:14])[O:20][CH:19]=3)=[O:23])=[CH:66][CH:65]=2)[CH2:59]1.